This data is from SARS-CoV-2 main protease (3CLPro) crystallographic fragment screen with 879 compounds. The task is: Binary Classification. Given a drug SMILES string, predict its activity (active/inactive) in a high-throughput screening assay against a specified biological target. (1) The molecule is CCCc1nnc(NC(=O)c2ccccn2)s1. The result is 0 (inactive). (2) The molecule is Cn1ncc(Cl)c1C(=O)N1CCCCC1. The result is 0 (inactive). (3) The compound is O=C(CCl)N1CCN(c2ccc(Cl)cc2[N+](=O)[O-])CC1. The result is 0 (inactive). (4) The molecule is CCNC(=O)CN1CC(C)OCC1C. The result is 0 (inactive). (5) The drug is Cl.N=C1NCCCN1. The result is 0 (inactive). (6) The molecule is CC(O)C(=O)NCc1ccccn1. The result is 0 (inactive). (7) The drug is O=C(CCc1ccccc1)Nc1ccc(O)cc1. The result is 0 (inactive). (8) The molecule is CC1=NN(c2ccccc2)C(=O)C1. The result is 0 (inactive).